This data is from Forward reaction prediction with 1.9M reactions from USPTO patents (1976-2016). The task is: Predict the product of the given reaction. (1) The product is: [CH3:33][C:13]1[N:14]=[C:15]2[C:20]([NH:21][CH2:22][C:23]3[C:28]([CH3:29])=[CH:27][CH:26]=[CH:25][C:24]=3[CH2:30][O:31][CH3:32])=[CH:19][C:18]([CH3:38])=[CH:17][N:16]2[C:12]=1[CH2:7][OH:9]. Given the reactants [H-].[Al+3].[Li+].[H-].[H-].[H-].[C:7]([C:12]1[N:16]2[CH:17]=[CH:18][CH:19]=[C:20]([NH:21][CH2:22][C:23]3[C:28]([CH3:29])=[CH:27][CH:26]=[CH:25][C:24]=3[CH2:30][O:31][CH3:32])[C:15]2=[N:14][C:13]=1[CH3:33])([O:9]CC)=O.O.[OH-].[Na+].O1CCC[CH2:38]1, predict the reaction product. (2) Given the reactants Cl[CH2:2][CH2:3][N:4]([CH2:12][CH2:13]Cl)[C:5]([O:7][C:8]([CH3:11])([CH3:10])[CH3:9])=[O:6].[Cl:15][C:16]1[CH:24]=[CH:23][C:19]([CH2:20][C:21]#[N:22])=[CH:18][CH:17]=1.[H-].[Na+], predict the reaction product. The product is: [C:5]([N:4]1[CH2:3][CH2:2][C:20]([C:19]2[CH:23]=[CH:24][C:16]([Cl:15])=[CH:17][CH:18]=2)([C:21]#[N:22])[CH2:13][CH2:12]1)([O:7][C:8]([CH3:9])([CH3:10])[CH3:11])=[O:6]. (3) Given the reactants [N+:1]([C:4]1[CH:5]=[N:6][NH:7][CH:8]=1)([O-:3])=[O:2].CC([O-])(C)C.[K+].Cl[CH2:16][C:17]1[C:18]([CH3:23])=[N:19][O:20][C:21]=1[CH3:22].O, predict the reaction product. The product is: [CH3:23][C:18]1[C:17]([CH2:16][N:6]2[CH:5]=[C:4]([N+:1]([O-:3])=[O:2])[CH:8]=[N:7]2)=[C:21]([CH3:22])[O:20][N:19]=1.